This data is from Catalyst prediction with 721,799 reactions and 888 catalyst types from USPTO. The task is: Predict which catalyst facilitates the given reaction. (1) Reactant: [OH-].[Na+].[CH:3]1([CH:8]([C:22]2[CH:27]=[CH:26][C:25]([CH2:28][N:29]3[C:34](=[O:35])[CH2:33][O:32][C:31]([C:36]4[CH:41]=[CH:40][CH:39]=[CH:38][CH:37]=4)=[N:30]3)=[CH:24][CH:23]=2)[C:9]([NH:11][CH2:12][CH2:13]/[CH:14]=[CH:15]/[C:16]2([C:19]([O-:21])=[O:20])[CH2:18][CH2:17]2)=[O:10])[CH2:7][CH2:6][CH2:5][CH2:4]1.Cl. The catalyst class is: 219. Product: [CH:3]1([CH:8]([C:22]2[CH:23]=[CH:24][C:25]([CH2:28][N:29]3[C:34](=[O:35])[CH2:33][O:32][C:31]([C:36]4[CH:41]=[CH:40][CH:39]=[CH:38][CH:37]=4)=[N:30]3)=[CH:26][CH:27]=2)[C:9]([NH:11][CH2:12][CH2:13][CH:14]=[CH:15][C:16]2([C:19]([OH:21])=[O:20])[CH2:18][CH2:17]2)=[O:10])[CH2:7][CH2:6][CH2:5][CH2:4]1. (2) Reactant: FC(F)(F)[C:3]([OH:5])=[O:4].[OH:8][C@H:9]([C:50]1[C:58]2[S:57][C:56](=[O:59])[NH:55][C:54]=2[C:53]([OH:60])=[CH:52][CH:51]=1)[CH2:10][N:11]([CH2:19][C:20]1[CH:25]=[CH:24][C:23]([O:26][CH2:27][CH2:28][N:29]2[CH2:49][CH2:48][C:32]3([O:37][CH2:36][CH2:35][N:34]([C:38]([C:40]4[N:41]=[C:42]([CH:45]([CH3:47])[CH3:46])[S:43][CH:44]=4)=[O:39])[CH2:33]3)[CH2:31][CH2:30]2)=[CH:22][CH:21]=1)C(=O)OC(C)(C)C.C1(C)C=CC=CC=1. Product: [CH:3]([OH:5])=[O:4].[OH:60][C:53]1[C:54]2[NH:55][C:56](=[O:59])[S:57][C:58]=2[C:50]([C@@H:9]([OH:8])[CH2:10][NH:11][CH2:19][C:20]2[CH:21]=[CH:22][C:23]([O:26][CH2:27][CH2:28][N:29]3[CH2:30][CH2:31][C:32]4([O:37][CH2:36][CH2:35][N:34]([C:38]([C:40]5[N:41]=[C:42]([CH:45]([CH3:47])[CH3:46])[S:43][CH:44]=5)=[O:39])[CH2:33]4)[CH2:48][CH2:49]3)=[CH:24][CH:25]=2)=[CH:51][CH:52]=1. The catalyst class is: 2. (3) Reactant: Cl.[NH2:2][CH2:3][C:4]1[CH:13]=[CH:12][CH:11]=[C:10]2[C:5]=1[C:6](=[O:23])[N:7]([CH:15]1[CH2:20][CH2:19][C:18](=[O:21])[NH:17][C:16]1=[O:22])[C:8]([CH3:14])=[N:9]2.[C:24](Cl)(=[O:31])[CH2:25][CH2:26][CH2:27][CH2:28][CH2:29][CH3:30].C(N(CC)C(C)C)(C)C. Product: [O:22]=[C:16]1[CH:15]([N:7]2[C:6](=[O:23])[C:5]3[C:10](=[CH:11][CH:12]=[CH:13][C:4]=3[CH2:3][NH:2][C:24](=[O:31])[CH2:25][CH2:26][CH2:27][CH2:28][CH2:29][CH3:30])[N:9]=[C:8]2[CH3:14])[CH2:20][CH2:19][C:18](=[O:21])[NH:17]1. The catalyst class is: 10. (4) Reactant: [CH3:1][C@H:2]1[O:7][C@@H:6]([CH3:8])[CH2:5][NH:4][CH2:3]1.[CH2:9]=O.[Cl:11][C:12]1[CH:17]=[CH:16][C:15]([N+:18]#[C-:19])=[CH:14][CH:13]=1.C[Si]([N:24]=[N+:25]=[N-:26])(C)C. Product: [Cl:11][C:12]1[CH:17]=[CH:16][C:15]([N:18]2[C:19]([CH2:9][N:4]3[CH2:5][C@H:6]([CH3:8])[O:7][C@H:2]([CH3:1])[CH2:3]3)=[N:26][N:25]=[N:24]2)=[CH:14][CH:13]=1. The catalyst class is: 5. (5) Reactant: [CH3:1][C:2]([CH3:18])([CH3:17])[C@@H:3]([NH:5][CH2:6][CH2:7][C:8]([C:10]1[CH:15]=[CH:14][C:13]([F:16])=[CH:12][CH:11]=1)=[O:9])[CH3:4].C([O-])([O-])=O.[K+].[K+].Cl[C:26]([O:28][CH3:29])=[O:27]. The catalyst class is: 2. Product: [CH3:18][C:2]([CH3:17])([CH3:1])[C@@H:3]([N:5]([CH2:6][CH2:7][C:8]([C:10]1[CH:15]=[CH:14][C:13]([F:16])=[CH:12][CH:11]=1)=[O:9])[C:26](=[O:27])[O:28][CH3:29])[CH3:4].